Regression. Given a peptide amino acid sequence and an MHC pseudo amino acid sequence, predict their binding affinity value. This is MHC class II binding data. From a dataset of Peptide-MHC class II binding affinity with 134,281 pairs from IEDB. (1) The peptide sequence is TNKGICSCGAFKVPG. The MHC is DRB1_0101 with pseudo-sequence DRB1_0101. The binding affinity (normalized) is 0.565. (2) The peptide sequence is IVLASAALGPLIEGN. The MHC is DRB1_0801 with pseudo-sequence DRB1_0801. The binding affinity (normalized) is 0.489. (3) The peptide sequence is PRMYMGNLTQSQLEK. The MHC is DRB1_0101 with pseudo-sequence DRB1_0101. The binding affinity (normalized) is 0.583. (4) The peptide sequence is SVAYKAAVGATPEAK. The MHC is DRB1_0802 with pseudo-sequence DRB1_0802. The binding affinity (normalized) is 0.241. (5) The peptide sequence is EKKYFAATQFEPLLA. The MHC is HLA-DQA10501-DQB10301 with pseudo-sequence HLA-DQA10501-DQB10301. The binding affinity (normalized) is 0.200. (6) The peptide sequence is ERKLHQQGRCRTCVY. The MHC is DRB5_0101 with pseudo-sequence DRB5_0101. The binding affinity (normalized) is 0.750.